Predict which catalyst facilitates the given reaction. From a dataset of Catalyst prediction with 721,799 reactions and 888 catalyst types from USPTO. (1) Reactant: [F:1][C:2]([F:23])([F:22])[C:3]1[CH:17]=[C:16]([C:18]([F:21])([F:20])[F:19])[CH:15]=[CH:14][C:4]=1[CH2:5][N:6]1[CH2:11][CH2:10][CH:9]([CH:12]=O)[CH2:8][CH2:7]1.[OH:24][CH2:25][CH2:26][N:27]([CH3:37])[CH2:28][CH2:29][NH:30][C:31]1[CH2:35][S:34][C:33](=[O:36])[N:32]=1.C([O-])(=O)C.[NH2+]1CCCCC1. Product: [F:23][C:2]([F:1])([F:22])[C:3]1[CH:17]=[C:16]([C:18]([F:21])([F:20])[F:19])[CH:15]=[CH:14][C:4]=1[CH2:5][N:6]1[CH2:11][CH2:10][CH:9](/[CH:12]=[C:35]2/[C:31]([NH:30][CH2:29][CH2:28][N:27]([CH2:26][CH2:25][OH:24])[CH3:37])=[N:32][C:33](=[O:36])[S:34]/2)[CH2:8][CH2:7]1. The catalyst class is: 41. (2) Product: [CH2:22]([O:1][C:2]1[CH:7]=[CH:6][C:5]([NH:8][C:9](=[O:20])[C:10]2[CH:15]=[CH:14][C:13]([O:16][CH3:17])=[CH:12][C:11]=2[O:18][CH3:19])=[CH:4][CH:3]=1)[CH:23]([CH3:25])[CH3:24]. Reactant: [OH:1][C:2]1[CH:7]=[CH:6][C:5]([NH:8][C:9](=[O:20])[C:10]2[CH:15]=[CH:14][C:13]([O:16][CH3:17])=[CH:12][C:11]=2[O:18][CH3:19])=[CH:4][CH:3]=1.Br[CH2:22][CH:23]([CH3:25])[CH3:24].C([O-])([O-])=O.[K+].[K+]. The catalyst class is: 16. (3) Reactant: [C:1]([CH2:4][CH2:5][CH2:6][CH2:7][CH2:8][N+:9]1[C:17]2[C:12](=[C:13]([F:21])[C:14]([F:20])=[C:15]([F:19])[C:16]=2[F:18])[C:11]([CH2:23][CH2:24][CH2:25][CH2:26][S:27]([O-:30])(=[O:29])=[O:28])([CH3:22])[C:10]=1[CH3:31])([OH:3])=[O:2].F[B-](F)(F)F.[C:37]([C:41]1[CH:50]=[C:49]([CH3:51])[C:48]2[C:43](=[CH:44][C:45]([N:52]([CH3:54])[CH3:53])=[CH:46][CH:47]=2)[O+:42]=1)([CH3:40])([CH3:39])[CH3:38].[CH:55](OCC)(OCC)OCC.N1C=CC=CC=1. Product: [C:37]([C:41]1[O:42][C:43]2[C:48](/[C:49](=[CH:51]/[CH:55]=[CH:31]/[C:10]3[C:11]([CH2:23][CH2:24][CH2:25][CH2:26][S:27]([O-:30])(=[O:29])=[O:28])([CH3:22])[C:12]4[C:17](=[C:16]([F:18])[C:15]([F:19])=[C:14]([F:20])[C:13]=4[F:21])[N+:9]=3[CH2:8][CH2:7][CH2:6][CH2:5][CH2:4][C:1]([OH:3])=[O:2])/[CH:50]=1)=[CH:47][CH:46]=[C:45]([N:52]([CH3:54])[CH3:53])[CH:44]=2)([CH3:40])([CH3:38])[CH3:39]. The catalyst class is: 5. (4) Reactant: [Br:1][C:2]1[CH:3]=[CH:4][C:5]([F:10])=[C:6]([CH:9]=1)[CH:7]=[O:8].O.CC1C=CC=CC=1S(O)(=O)=O.[CH2:23](O)[CH2:24][OH:25].C1(C)C=CC=CC=1. Product: [Br:1][C:2]1[CH:3]=[CH:4][C:5]([F:10])=[C:6]([CH:7]2[O:25][CH2:24][CH2:23][O:8]2)[CH:9]=1. The catalyst class is: 25. (5) Reactant: [F:1][C:2]1[CH:24]=[C:23]([F:25])[CH:22]=[CH:21][C:3]=1[CH2:4][O:5][C:6]1[CH:11]=[CH:10][N:9]([CH2:12][C:13]2[CH:18]=[CH:17][CH:16]=[C:15]([F:19])[CH:14]=2)[C:8](=[O:20])[CH:7]=1.[Cl:26]N1C(=O)CCC1=O. The catalyst class is: 52. Product: [Cl:26][C:7]1[C:8](=[O:20])[N:9]([CH2:12][C:13]2[CH:18]=[CH:17][CH:16]=[C:15]([F:19])[CH:14]=2)[CH:10]=[CH:11][C:6]=1[O:5][CH2:4][C:3]1[CH:21]=[CH:22][C:23]([F:25])=[CH:24][C:2]=1[F:1].